From a dataset of Forward reaction prediction with 1.9M reactions from USPTO patents (1976-2016). Predict the product of the given reaction. (1) Given the reactants [CH3:1][O:2][C:3]1[CH:4]=[C:5]2[C:10](=[CH:11][CH:12]=1)[N:9]=[C:8]([C:13]1[CH:14]=[N:15][CH:16]=[CH:17][CH:18]=1)[NH:7][C:6]2=O.P(Br)(Br)[Br:21].ClCCl.CN(C=O)C, predict the reaction product. The product is: [Br:21][C:6]1[C:5]2[C:10](=[CH:11][CH:12]=[C:3]([O:2][CH3:1])[CH:4]=2)[N:9]=[C:8]([C:13]2[CH:14]=[N:15][CH:16]=[CH:17][CH:18]=2)[N:7]=1. (2) Given the reactants O[CH2:2][CH2:3][C:4]1[C:5](=[O:11])[NH:6][NH:7][C:8](=[O:10])[CH:9]=1.C1(P(C2C=CC=CC=2)C2C=CC=CC=2)C=CC=CC=1.N(/C(OC(C)C)=O)=N\C(OC(C)C)=O, predict the reaction product. The product is: [N:6]1[NH:7][C:8](=[O:10])[CH:9]=[C:4]2[CH2:3][CH2:2][O:11][C:5]=12.